Dataset: Catalyst prediction with 721,799 reactions and 888 catalyst types from USPTO. Task: Predict which catalyst facilitates the given reaction. Product: [C:21]([O:24][C:25]([N:8]1[CH2:7][CH2:6][C:5]2[N:4]=[C:3]([Cl:2])[CH:12]=[CH:11][C:10]=2[CH2:9]1)=[O:26])([CH3:23])([CH3:22])[CH3:20]. The catalyst class is: 2. Reactant: Cl.[Cl:2][C:3]1[CH:12]=[CH:11][C:10]2[CH2:9][NH:8][CH2:7][CH2:6][C:5]=2[N:4]=1.CCN(CC)CC.[CH3:20][C:21]([O:24][C:25](O[C:25]([O:24][C:21]([CH3:23])([CH3:22])[CH3:20])=[O:26])=[O:26])([CH3:23])[CH3:22].